From a dataset of Forward reaction prediction with 1.9M reactions from USPTO patents (1976-2016). Predict the product of the given reaction. (1) The product is: [Cl:12][C:8]1[CH:7]=[C:3]2[C:2](=[CH:10][C:9]=1[Cl:11])[NH:1][C:14](=[O:15])[NH:13][C:4]2=[O:5]. Given the reactants [NH2:1][C:2]1[CH:10]=[C:9]([Cl:11])[C:8]([Cl:12])=[CH:7][C:3]=1[C:4](O)=[O:5].[NH2:13][C:14](N)=[O:15].[OH-].[Na+].Cl, predict the reaction product. (2) Given the reactants [N+:1]([C:4]1[CH:5]=[C:6]2[C:11](=[CH:12][CH:13]=1)[N:10]=[CH:9][CH:8]=[CH:7]2)([O-:3])=[O:2].[Br:14]N1C(=O)CCC1=O.C(=O)(O)[O-].[Na+].C(OCC)(=O)C, predict the reaction product. The product is: [Br:14][C:12]1[CH:13]=[C:4]([N+:1]([O-:3])=[O:2])[CH:5]=[C:6]2[C:11]=1[N:10]=[CH:9][CH:8]=[CH:7]2. (3) Given the reactants Cl[C:2]1[CH:7]=[CH:6][N:5]=[C:4]([N:8]2[CH2:13][CH2:12][O:11][CH2:10][CH2:9]2)[N:3]=1.[OH:14][CH:15]1[CH2:18][N:17]([C:19]2[CH:24]=[CH:23][C:22]([C@@H:25]([NH:27][C:28](=[O:30])[CH3:29])[CH3:26])=[CH:21][CH:20]=2)[CH2:16]1.[H-].[Na+].O, predict the reaction product. The product is: [N:8]1([C:4]2[N:3]=[C:2]([O:14][CH:15]3[CH2:16][N:17]([C:19]4[CH:20]=[CH:21][C:22]([C@@H:25]([NH:27][C:28](=[O:30])[CH3:29])[CH3:26])=[CH:23][CH:24]=4)[CH2:18]3)[CH:7]=[CH:6][N:5]=2)[CH2:13][CH2:12][O:11][CH2:10][CH2:9]1. (4) Given the reactants [C:1]([OH:7])(=[O:6])[CH2:2][CH2:3][CH:4]=[CH2:5].O[CH2:9][CH:10]1[O:15][C:13](=[O:14])[CH2:12][CH2:11]1, predict the reaction product. The product is: [CH:5]1[CH2:10][CH2:9][CH:3]([CH2:2][C:1]([OH:7])=[O:6])[CH:4]=1.[CH:2]12[CH2:3][CH:10]([CH:9]=[CH:1]1)[CH2:11][CH:12]2[C:13]([OH:15])=[O:14]. (5) Given the reactants [F:1][C:2]([F:41])([F:40])[C:3]1[CH:4]=[C:5]([C:13]([CH3:39])([CH3:38])[C:14]([N:16]([C:18]2[C:19]([C:30]3[CH:35]=[CH:34][C:33]([F:36])=[CH:32][C:31]=3[CH3:37])=[CH:20][C:21]([C:24]3[CH2:25][CH2:26][NH:27][CH2:28][CH:29]=3)=[N:22][CH:23]=2)[CH3:17])=[O:15])[CH:6]=[C:7]([C:9]([F:12])([F:11])[F:10])[CH:8]=1.C(N(CC)CC)C.[CH3:49][S:50](Cl)(=[O:52])=[O:51], predict the reaction product. The product is: [F:41][C:2]([F:1])([F:40])[C:3]1[CH:4]=[C:5]([C:13]([CH3:38])([CH3:39])[C:14]([N:16]([C:18]2[C:19]([C:30]3[CH:35]=[CH:34][C:33]([F:36])=[CH:32][C:31]=3[CH3:37])=[CH:20][C:21]([C:24]3[CH2:25][CH2:26][N:27]([S:50]([CH3:49])(=[O:52])=[O:51])[CH2:28][CH:29]=3)=[N:22][CH:23]=2)[CH3:17])=[O:15])[CH:6]=[C:7]([C:9]([F:12])([F:10])[F:11])[CH:8]=1. (6) The product is: [NH:1]1[C:5]2[CH:6]=[CH:7][C:8]([C:10]([N:24]3[C@@H:25]4[C@@H:20]([C:19]5[CH:28]=[C:15]([O:14][CH3:13])[CH:16]=[CH:17][C:18]=5[CH2:27][CH2:26]4)[CH2:21][CH2:22][CH2:23]3)=[O:12])=[CH:9][C:4]=2[N:3]=[CH:2]1. Given the reactants [NH:1]1[C:5]2[CH:6]=[CH:7][C:8]([C:10]([OH:12])=O)=[CH:9][C:4]=2[N:3]=[CH:2]1.[CH3:13][O:14][C:15]1[CH:16]=[CH:17][C:18]2[CH2:27][CH2:26][C@H:25]3[C@H:20]([CH2:21][CH2:22][CH2:23][NH:24]3)[C:19]=2[CH:28]=1, predict the reaction product. (7) Given the reactants Cl.[NH2:2][C@@H:3]([C:8]([NH2:10])=[O:9])[CH2:4][CH:5]([CH3:7])[CH3:6].CCN(CC)CC.[Cl:18][C:19]1[CH:24]=[CH:23][C:22]([S:25](Cl)(=[O:27])=[O:26])=[CH:21][CH:20]=1, predict the reaction product. The product is: [Cl:18][C:19]1[CH:24]=[CH:23][C:22]([S:25]([NH:2][C@H:3]([CH2:4][CH:5]([CH3:7])[CH3:6])[C:8]([NH2:10])=[O:9])(=[O:27])=[O:26])=[CH:21][CH:20]=1.